Task: Predict the reaction yield, written as a fraction of the theoretical maximum amount of product (1.0 means a 100% yield; for example, 0.34 means a 34% yield).. Dataset: Reaction yield outcomes from USPTO patents with 853,638 reactions (1) The reactants are [NH2:1][C:2]1[CH:3]=[C:4]([CH:8]=[CH:9][C:10]=1[CH3:11])[C:5]([OH:7])=O.[CH2:12]1[C@H:21]2[C@H:16]([CH2:17][CH2:18][C:19]3[CH:25]=[CH:24][CH:23]=[CH:22][C:20]=32)[NH:15][CH2:14][CH2:13]1.F[P-](F)(F)(F)(F)F.N1(OC(N(C)C)=[N+](C)C)C2N=CC=CC=2N=N1. No catalyst specified. The product is [NH2:1][C:2]1[CH:3]=[C:4]([C:5]([N:15]2[C@@H:16]3[C@@H:21]([C:20]4[CH:22]=[CH:23][CH:24]=[CH:25][C:19]=4[CH2:18][CH2:17]3)[CH2:12][CH2:13][CH2:14]2)=[O:7])[CH:8]=[CH:9][C:10]=1[CH3:11]. The yield is 0.950. (2) The reactants are Br[CH2:2][CH2:3][CH2:4][CH2:5][O:6][C:7]1[CH:12]=[CH:11][C:10]([N:13]([CH3:27])[S:14]([C:17]2[CH:22]=[CH:21][C:20]([C:23]([F:26])([F:25])[F:24])=[CH:19][CH:18]=2)(=[O:16])=[O:15])=[CH:9][CH:8]=1.[CH2:28]([NH:30][CH2:31][CH2:32][OH:33])[CH3:29]. The yield is 0.760. The catalyst is CC(N(C)C)=O. The product is [CH2:28]([N:30]([CH2:31][CH2:32][OH:33])[CH2:2][CH2:3][CH2:4][CH2:5][O:6][C:7]1[CH:12]=[CH:11][C:10]([N:13]([CH3:27])[S:14]([C:17]2[CH:22]=[CH:21][C:20]([C:23]([F:26])([F:25])[F:24])=[CH:19][CH:18]=2)(=[O:16])=[O:15])=[CH:9][CH:8]=1)[CH3:29]. (3) The reactants are [F:1][CH2:2][C@@H:3]1[C@@H:11]2[C@@:6]([C:21]3[CH:26]=[CH:25][CH:24]=[CH:23][C:22]=3[F:27])([N:7]=[C:8]([NH:12]C(=O)C3C=CC=CC=3)[S:9][CH2:10]2)[CH2:5][O:4]1.N12CCCN=C1CCCCC2. The catalyst is CO. The product is [F:1][CH2:2][C@@H:3]1[C@@H:11]2[C@@:6]([C:21]3[CH:26]=[CH:25][CH:24]=[CH:23][C:22]=3[F:27])([N:7]=[C:8]([NH2:12])[S:9][CH2:10]2)[CH2:5][O:4]1. The yield is 0.890. (4) The reactants are [CH3:1][C:2]1[CH:7]=[C:6]([CH3:8])[NH:5][C:4](=[O:9])[C:3]=1[CH2:10][NH:11][C:12]([C:14]1[C:15]2[CH:32]=[N:31][N:30]([CH:33]3[CH2:38][CH2:37][NH:36][CH2:35][CH2:34]3)[C:16]=2[N:17]=[C:18]([C:20]2[CH2:21][C:22]([CH3:29])([CH3:28])[NH:23][C:24]([CH3:27])([CH3:26])[CH:25]=2)[CH:19]=1)=[O:13].[C:39](Cl)(=[O:41])[CH3:40].O.CO.C(Cl)Cl. The catalyst is N1C=CC=CC=1. The product is [C:39]([N:36]1[CH2:37][CH2:38][CH:33]([N:30]2[C:16]3[N:17]=[C:18]([C:20]4[CH2:21][C:22]([CH3:28])([CH3:29])[NH:23][C:24]([CH3:26])([CH3:27])[CH:25]=4)[CH:19]=[C:14]([C:12]([NH:11][CH2:10][C:3]4[C:4](=[O:9])[NH:5][C:6]([CH3:8])=[CH:7][C:2]=4[CH3:1])=[O:13])[C:15]=3[CH:32]=[N:31]2)[CH2:34][CH2:35]1)(=[O:41])[CH3:40]. The yield is 0.300.